From a dataset of Full USPTO retrosynthesis dataset with 1.9M reactions from patents (1976-2016). Predict the reactants needed to synthesize the given product. (1) Given the product [CH:1]1[C:14]2[CH:13]([C:20]#[N:21])[C:12]3[C:7](=[CH:8][CH:9]=[CH:10][CH:11]=3)[S:6][C:5]=2[CH:4]=[CH:3][CH:2]=1, predict the reactants needed to synthesize it. The reactants are: [CH:1]1[C:14]2[CH:13](O)[C:12]3[C:7](=[CH:8][CH:9]=[CH:10][CH:11]=3)[S:6][C:5]=2[CH:4]=[CH:3][CH:2]=1.O=S(Cl)Cl.[C:20]([Cu])#[N:21].C1C2CC3C(=CC=CC=3)SC=2C=CC=1.C1C2C(=O)C3C(=CC=CC=3)SC=2C=CC=1. (2) The reactants are: [NH2:1][C:2]1[CH:3]=[CH:4][C:5]([F:21])=[C:6]([C@:8]2([CH2:19][F:20])[CH2:13][C@@H:12]([C:14]([F:17])([F:16])[F:15])[O:11][C:10]([NH2:18])=[N:9]2)[CH:7]=1.[Cl:22][C:23]1[CH:24]=[N:25][C:26]2[C:31]([CH:32]=1)=[CH:30][CH:29]=[N:28][C:27]=2Cl.CC(O)C.S(=O)(=O)(O)O. Given the product [Cl:22][C:23]1[CH:24]=[N:25][C:26]2[C:31]([CH:32]=1)=[CH:30][CH:29]=[N:28][C:27]=2[NH:1][C:2]1[CH:3]=[CH:4][C:5]([F:21])=[C:6]([C@:8]2([CH2:19][F:20])[CH2:13][C@@H:12]([C:14]([F:17])([F:15])[F:16])[O:11][C:10]([NH2:18])=[N:9]2)[CH:7]=1, predict the reactants needed to synthesize it. (3) Given the product [O:1]1[CH2:6][CH2:5][CH:4]([O:7][C:8]2[N:9]([C:18]3[CH:19]=[CH:20][C:21]([O:24][CH2:25][C:26]([F:29])([F:27])[F:28])=[CH:22][CH:23]=3)[C:10](=[O:17])[C:11]3[CH2:16][C:15](=[O:34])[NH:14][C:12]=3[N:13]=2)[CH2:3][CH2:2]1, predict the reactants needed to synthesize it. The reactants are: [O:1]1[CH2:6][CH2:5][CH:4]([O:7][C:8]2[N:9]([C:18]3[CH:23]=[CH:22][C:21]([O:24][CH2:25][C:26]([F:29])([F:28])[F:27])=[CH:20][CH:19]=3)[C:10](=[O:17])[C:11]3[CH:16]=[CH:15][NH:14][C:12]=3[N:13]=2)[CH2:3][CH2:2]1.BrBr.S([O-])([O-])(=[O:34])=S.[Na+].[Na+].